Dataset: NCI-60 drug combinations with 297,098 pairs across 59 cell lines. Task: Regression. Given two drug SMILES strings and cell line genomic features, predict the synergy score measuring deviation from expected non-interaction effect. (1) Synergy scores: CSS=37.2, Synergy_ZIP=-6.79, Synergy_Bliss=-6.71, Synergy_Loewe=1.92, Synergy_HSA=3.22. Drug 2: CN(CC1=CN=C2C(=N1)C(=NC(=N2)N)N)C3=CC=C(C=C3)C(=O)NC(CCC(=O)O)C(=O)O. Drug 1: C1=C(C(=O)NC(=O)N1)F. Cell line: HCC-2998. (2) Drug 1: CC1=C(C(CCC1)(C)C)C=CC(=CC=CC(=CC(=O)O)C)C. Drug 2: CC1CCC2CC(C(=CC=CC=CC(CC(C(=O)C(C(C(=CC(C(=O)CC(OC(=O)C3CCCCN3C(=O)C(=O)C1(O2)O)C(C)CC4CCC(C(C4)OC)OCCO)C)C)O)OC)C)C)C)OC. Cell line: HOP-62. Synergy scores: CSS=1.23, Synergy_ZIP=8.09, Synergy_Bliss=16.6, Synergy_Loewe=10.2, Synergy_HSA=1.56. (3) Drug 1: C1=NC2=C(N1)C(=S)N=CN2. Drug 2: C(CN)CNCCSP(=O)(O)O. Cell line: UACC-257. Synergy scores: CSS=13.7, Synergy_ZIP=-3.57, Synergy_Bliss=-4.48, Synergy_Loewe=-26.3, Synergy_HSA=-5.11. (4) Synergy scores: CSS=58.4, Synergy_ZIP=-2.15, Synergy_Bliss=-1.30, Synergy_Loewe=-52.5, Synergy_HSA=-1.10. Drug 2: CC1C(C(CC(O1)OC2CC(CC3=C2C(=C4C(=C3O)C(=O)C5=CC=CC=C5C4=O)O)(C(=O)C)O)N)O. Drug 1: C1CC(=O)NC(=O)C1N2C(=O)C3=CC=CC=C3C2=O. Cell line: UACC62.